Dataset: Forward reaction prediction with 1.9M reactions from USPTO patents (1976-2016). Task: Predict the product of the given reaction. (1) Given the reactants [Cl:1][C:2]1[C:11]([O:12][CH:13]([CH3:15])[CH3:14])=[C:10]([Cl:16])[C:9]2[C:4](=[CH:5][CH:6]=[C:7]([CH:17]([C:19]3[N:23]([CH3:24])[C:22]([CH3:25])=[N:21][CH:20]=3)[OH:18])[CH:8]=2)[N:3]=1, predict the reaction product. The product is: [Cl:1][C:2]1[C:11]([O:12][CH:13]([CH3:15])[CH3:14])=[C:10]([Cl:16])[C:9]2[C:4](=[CH:5][CH:6]=[C:7]([C:17]([C:19]3[N:23]([CH3:24])[C:22]([CH3:25])=[N:21][CH:20]=3)=[O:18])[CH:8]=2)[N:3]=1. (2) Given the reactants Br[C:2]1[C:15]2[C:16]3=[C:17]4[C:12](=[CH:13][CH:14]=2)[CH:11]=[CH:10][CH:9]=[C:8]4[CH:7]=[CH:6][C:5]3=[CH:4][CH:3]=1.C[S-:19].[Na+].Cl, predict the reaction product. The product is: [C:2]1([SH:19])[C:15]2[C:16]3=[C:17]4[C:12](=[CH:13][CH:14]=2)[CH:11]=[CH:10][CH:9]=[C:8]4[CH:7]=[CH:6][C:5]3=[CH:4][CH:3]=1. (3) The product is: [CH3:1][C:2]1[C:3]([C:12]2[S:13][CH:14]=[CH:15][CH:16]=2)=[N:4][C:5]([NH:17][CH2:18][CH2:19][N:20]2[CH2:24][CH2:23][NH:22][C:21]2=[O:25])=[N:6][CH:7]=1. Given the reactants [CH3:1][C:2]1[C:3]([C:12]2[S:13][CH:14]=[CH:15][CH:16]=2)=[N:4][C:5](S(C)(=O)=O)=[N:6][CH:7]=1.[NH2:17][CH2:18][CH2:19][N:20]1[CH2:24][CH2:23][NH:22][C:21]1=[O:25].C1(C)C=CC=CC=1, predict the reaction product. (4) Given the reactants [CH2:1]([N:5]1[CH:9]=[CH:8][N:7]=[N:6]1)[CH2:2][CH:3]=[CH2:4].C([Si]([O:17][C:18]1[CH:23]=[CH:22][C:21](I)=[CH:20][CH:19]=1)(C)C)(C)(C)C.C1(P(C2C=CC=CC=2)C2C=CC=CC=2)C=CC=CC=1, predict the reaction product. The product is: [N:5]1([CH2:1][CH2:2][CH:3]=[CH:4][C:21]2[CH:22]=[CH:23][C:18]([OH:17])=[CH:19][CH:20]=2)[CH:9]=[CH:8][N:7]=[N:6]1. (5) Given the reactants Cl.Cl.[NH2:3][C:4]1[N:9]=[CH:8][N:7]=[C:6]2[N:10]([CH2:18][C:19]([OH:21])=O)[N:11]=[C:12]([C:13]3[NH:14][CH:15]=[CH:16][N:17]=3)[C:5]=12.Cl.Cl.[Cl:24][C:25]1[CH:30]=[CH:29][C:28]([N:31]2[CH2:36][CH2:35][NH:34][C:33]([CH3:38])([CH3:37])[CH2:32]2)=[CH:27][C:26]=1[O:39][CH3:40].C(N(CC)C(C)C)(C)C.CN(C(ON1N=NC2C=CC=CC1=2)=[N+](C)C)C.F[P-](F)(F)(F)(F)F, predict the reaction product. The product is: [NH2:3][C:4]1[N:9]=[CH:8][N:7]=[C:6]2[N:10]([CH2:18][C:19]([N:34]3[CH2:35][CH2:36][N:31]([C:28]4[CH:29]=[CH:30][C:25]([Cl:24])=[C:26]([O:39][CH3:40])[CH:27]=4)[CH2:32][C:33]3([CH3:38])[CH3:37])=[O:21])[N:11]=[C:12]([C:13]3[NH:17][CH:16]=[CH:15][N:14]=3)[C:5]=12. (6) Given the reactants [CH3:1][N:2]1[CH:6]=[C:5]([CH:7]=O)[CH:4]=[N:3]1.[H-].[Na+].C(OP([CH2:19][C:20]([O:22][CH2:23][CH3:24])=[O:21])(OCC)=O)C.CN(C)C=O, predict the reaction product. The product is: [CH3:1][N:2]1[CH:6]=[C:5](/[CH:7]=[CH:19]/[C:20]([O:22][CH2:23][CH3:24])=[O:21])[CH:4]=[N:3]1. (7) Given the reactants [C:1]([N:8]1[CH2:13][CH2:12][NH:11][C:10](=[O:14])[CH2:9]1)([O:3][C:4]([CH3:7])([CH3:6])[CH3:5])=[O:2].Br[C:16]1[CH:21]=[C:20]([C:22]([F:25])([F:24])[F:23])[CH:19]=[CH:18][N:17]=1.C([O-])([O-])=O.[Cs+].[Cs+].CC1(C)C2C(=C(P(C3C=CC=CC=3)C3C=CC=CC=3)C=CC=2)OC2C(P(C3C=CC=CC=3)C3C=CC=CC=3)=CC=CC1=2, predict the reaction product. The product is: [O:14]=[C:10]1[N:11]([C:16]2[CH:21]=[C:20]([C:22]([F:25])([F:24])[F:23])[CH:19]=[CH:18][N:17]=2)[CH2:12][CH2:13][N:8]([C:1]([O:3][C:4]([CH3:7])([CH3:6])[CH3:5])=[O:2])[CH2:9]1. (8) Given the reactants O1CCCCC1[N:7]1[CH:11]=[CH:10][CH:9]=[N:8]1.C([Li])CCC.[C:17]([C:20]1[CH:37]=[CH:36][C:23]2[N:24]([CH2:28][O:29][CH2:30][CH2:31][Si:32]([CH3:35])([CH3:34])[CH3:33])[C:25](=[O:27])[S:26][C:22]=2[CH:21]=1)(=O)[CH3:18].S(=O)(=O)(O)O.[OH-].[Na+], predict the reaction product. The product is: [NH:8]1[C:9]([C:17]([C:20]2[CH:37]=[CH:36][C:23]3[N:24]([CH2:28][O:29][CH2:30][CH2:31][Si:32]([CH3:35])([CH3:34])[CH3:33])[C:25](=[O:27])[S:26][C:22]=3[CH:21]=2)=[CH2:18])=[CH:10][CH:11]=[N:7]1. (9) Given the reactants N[CH:2](C1C=CC(OC)=C(OC)C=1)CC(O)=O.[NH2:17][C@H:18]([C:26]([OH:28])=[O:27])[CH2:19][C:20]1[CH:25]=[CH:24][CH:23]=[CH:22][CH:21]=1, predict the reaction product. The product is: [CH3:2][O:27][C:26](=[O:28])[C@H:18]([CH2:19][C:20]1[CH:25]=[CH:24][CH:23]=[CH:22][CH:21]=1)[NH2:17]. (10) Given the reactants [Br:1][C:2]1[N:7]=[C:6]([C:8]2[CH:13]=[CH:12][CH:11]=[C:10]([CH3:14])[N:9]=2)[CH:5]=[CH:4][CH:3]=1.S(=O)(=O)(O)[OH:16].[OH2:20], predict the reaction product. The product is: [Br:1][C:2]1[N:7]=[C:6]([C:8]2[CH:13]=[CH:12][CH:11]=[C:10]([C:14]([OH:16])=[O:20])[N:9]=2)[CH:5]=[CH:4][CH:3]=1.